Dataset: Forward reaction prediction with 1.9M reactions from USPTO patents (1976-2016). Task: Predict the product of the given reaction. Given the reactants [CH2:1]([Zn]CC)C.[Si:6]([O:23][CH2:24][C@@H:25]1[CH2:29][CH:28]=[CH:27][N:26]1[C:30]([O:32][C:33]([CH3:36])([CH3:35])[CH3:34])=[O:31])([C:19]([CH3:22])([CH3:21])[CH3:20])([C:13]1[CH:18]=[CH:17][CH:16]=[CH:15][CH:14]=1)[C:7]1[CH:12]=[CH:11][CH:10]=[CH:9][CH:8]=1.ClCI, predict the reaction product. The product is: [Si:6]([O:23][CH2:24][C@@H:25]1[CH2:29][CH:28]2[CH:27]([CH2:1]2)[N:26]1[C:30]([O:32][C:33]([CH3:36])([CH3:35])[CH3:34])=[O:31])([C:19]([CH3:21])([CH3:22])[CH3:20])([C:13]1[CH:18]=[CH:17][CH:16]=[CH:15][CH:14]=1)[C:7]1[CH:12]=[CH:11][CH:10]=[CH:9][CH:8]=1.